From a dataset of CYP1A2 inhibition data for predicting drug metabolism from PubChem BioAssay. Regression/Classification. Given a drug SMILES string, predict its absorption, distribution, metabolism, or excretion properties. Task type varies by dataset: regression for continuous measurements (e.g., permeability, clearance, half-life) or binary classification for categorical outcomes (e.g., BBB penetration, CYP inhibition). Dataset: cyp1a2_veith. The molecule is COC(=O)C/C=C\[C@@H](C)[C@@H](/C=N\OCC[C@@H]1C=C[C@H](OC(C)=O)[C@H](COC(C)=O)O1)OC. The result is 0 (non-inhibitor).